Dataset: Full USPTO retrosynthesis dataset with 1.9M reactions from patents (1976-2016). Task: Predict the reactants needed to synthesize the given product. (1) The reactants are: [CH3:1][C:2]1[C:6]2[C:7](=[O:20])[N:8]([CH2:12][CH2:13][N:14]3[CH2:19][CH2:18][CH2:17][CH2:16][CH2:15]3)[CH2:9][CH2:10][CH2:11][C:5]=2[NH:4][C:3]=1[CH:21]=O.[CH3:23][O:24][C:25]1[CH:30]=[CH:29][C:28]([C:31]2[CH:32]=[C:33]3[C:37](=[CH:38][CH:39]=2)[NH:36][C:35](=[O:40])[CH2:34]3)=[CH:27][CH:26]=1. Given the product [CH3:23][O:24][C:25]1[CH:30]=[CH:29][C:28]([C:31]2[CH:32]=[C:33]3[C:37](=[CH:38][CH:39]=2)[NH:36][C:35](=[O:40])/[C:34]/3=[CH:21]\[C:3]2[NH:4][C:5]3[CH2:11][CH2:10][CH2:9][N:8]([CH2:12][CH2:13][N:14]4[CH2:15][CH2:16][CH2:17][CH2:18][CH2:19]4)[C:7](=[O:20])[C:6]=3[C:2]=2[CH3:1])=[CH:27][CH:26]=1, predict the reactants needed to synthesize it. (2) The reactants are: CO[C:3]([C:5]1[N:6]=[CH:7][C:8]2[C:9](=[O:23])[N:10]([CH2:16][C:17]3[CH:22]=[CH:21][CH:20]=[CH:19][CH:18]=3)[CH:11]=[CH:12][C:13]=2[C:14]=1[OH:15])=[O:4].[OH-].[Na+].C1C=CC2N(O)N=NC=2C=1.C(Cl)CCl.Cl.[CH2:41]([O:43][C:44]([C:46]1([NH2:49])[CH2:48][CH2:47]1)=[O:45])[CH3:42].CCN(C(C)C)C(C)C. Given the product [CH2:41]([O:43][C:44]([C:46]1([NH:49][C:3]([C:5]2[N:6]=[CH:7][C:8]3[C:9](=[O:23])[N:10]([CH2:16][C:17]4[CH:22]=[CH:21][CH:20]=[CH:19][CH:18]=4)[CH:11]=[CH:12][C:13]=3[C:14]=2[OH:15])=[O:4])[CH2:48][CH2:47]1)=[O:45])[CH3:42], predict the reactants needed to synthesize it.